This data is from Catalyst prediction with 721,799 reactions and 888 catalyst types from USPTO. The task is: Predict which catalyst facilitates the given reaction. (1) Reactant: [Br:1][C:2]1[CH:6]=[N:5][N:4]([CH3:7])[C:3]=1[NH:8][C:9]1[CH:14]=[CH:13][C:12](I)=[CH:11][CH:10]=1.[Cl:16][C:17]1[CH:18]=[C:19](B(O)O)[CH:20]=[CH:21][CH:22]=1.C(=O)([O-])[O-].[Cs+].[Cs+].COCCOC. Product: [Br:1][C:2]1[CH:6]=[N:5][N:4]([CH3:7])[C:3]=1[NH:8][C:9]1[CH:14]=[CH:13][C:12]([C:21]2[CH:20]=[CH:19][CH:18]=[C:17]([Cl:16])[CH:22]=2)=[CH:11][CH:10]=1. The catalyst class is: 690. (2) Reactant: [CH2:1]([NH:3][C:4]([NH:6][C:7]1[S:8][C:9]2[CH:15]=[C:14]([CH3:16])[C:13]([OH:17])=[CH:12][C:10]=2[N:11]=1)=[O:5])[CH3:2].CCN(C(C)C)C(C)C.C1(N([S:34]([C:37]([F:40])([F:39])[F:38])(=[O:36])=[O:35])[S:34]([C:37]([F:40])([F:39])[F:38])(=[O:36])=[O:35])C=CC=CC=1. Product: [F:38][C:37]([F:40])([F:39])[S:34]([O:17][C:13]1[C:14]([CH3:16])=[CH:15][C:9]2[S:8][C:7]([NH:6][C:4]([NH:3][CH2:1][CH3:2])=[O:5])=[N:11][C:10]=2[CH:12]=1)(=[O:36])=[O:35]. The catalyst class is: 3. (3) Reactant: [F:1][C:2]1[CH:7]=[C:6]([F:8])[CH:5]=[CH:4][C:3]=1[C:9]1[CH:14]=[CH:13][N:12]=[C:11]([N:15]2[CH2:20][CH2:19][N:18](C(OC(C)(C)C)=O)[CH2:17][CH2:16]2)[CH:10]=1.[ClH:28].CO. Product: [ClH:28].[ClH:28].[F:1][C:2]1[CH:7]=[C:6]([F:8])[CH:5]=[CH:4][C:3]=1[C:9]1[CH:14]=[CH:13][N:12]=[C:11]([N:15]2[CH2:16][CH2:17][NH:18][CH2:19][CH2:20]2)[CH:10]=1. The catalyst class is: 5.